This data is from Catalyst prediction with 721,799 reactions and 888 catalyst types from USPTO. The task is: Predict which catalyst facilitates the given reaction. (1) Reactant: C[O:2][C:3](=[O:35])[CH:4]([NH:12][C:13](=[O:34])[C:14]1[CH:19]=[CH:18][C:17]([C:20]2[CH:21]=[N:22][C:23]([O:26][CH2:27][C:28]3[CH:33]=[CH:32][CH:31]=[CH:30][CH:29]=3)=[CH:24][CH:25]=2)=[CH:16][CH:15]=1)[CH2:5][C:6]1[CH:11]=[CH:10][CH:9]=[CH:8][CH:7]=1.[OH-].[Na+:37]. Product: [CH2:27]([O:26][C:23]1[N:22]=[CH:21][C:20]([C:17]2[CH:18]=[CH:19][C:14]([C:13]([NH:12][CH:4]([CH2:5][C:6]3[CH:11]=[CH:10][CH:9]=[CH:8][CH:7]=3)[C:3]([O-:35])=[O:2])=[O:34])=[CH:15][CH:16]=2)=[CH:25][CH:24]=1)[C:28]1[CH:29]=[CH:30][CH:31]=[CH:32][CH:33]=1.[Na+:37]. The catalyst class is: 5. (2) The catalyst class is: 2. Product: [C:41]([O:40][C:38](=[O:39])[NH:1][CH2:2][CH2:3][CH2:4][N:5]1[C:13]2[C:8](=[CH:9][C:10]([N:14]3[CH:19]=[CH:18][C:17]([C:20]4[CH:21]=[CH:22][C:23]([C:26]([F:28])([F:29])[F:27])=[CH:24][CH:25]=4)=[CH:16][C:15]3=[O:30])=[CH:11][CH:12]=2)[CH:7]=[N:6]1)([CH3:44])([CH3:43])[CH3:42]. Reactant: [NH2:1][CH2:2][CH2:3][CH2:4][N:5]1[C:13]2[C:8](=[CH:9][C:10]([N:14]3[CH:19]=[CH:18][C:17]([C:20]4[CH:25]=[CH:24][C:23]([C:26]([F:29])([F:28])[F:27])=[CH:22][CH:21]=4)=[CH:16][C:15]3=[O:30])=[CH:11][CH:12]=2)[CH:7]=[N:6]1.CCN(CC)CC.[C:38](O[C:38]([O:40][C:41]([CH3:44])([CH3:43])[CH3:42])=[O:39])([O:40][C:41]([CH3:44])([CH3:43])[CH3:42])=[O:39]. (3) Reactant: [C:1]([C:4]1[CH:9]=[CH:8][C:7]([NH:10][C:11]2[C:12](=[O:17])[C:13](=[O:16])[C:14]=2[NH2:15])=[CH:6][CH:5]=1)(=[O:3])[CH3:2].[S:18]1[C:22]([C:23]2[C:24]([O:33][CH3:34])=[CH:25][C:26]([O:31][CH3:32])=[C:27]([CH:30]=2)[CH:28]=O)=[CH:21][C:20]2[CH:35]=[CH:36][CH:37]=[CH:38][C:19]1=2.O(C)[Li].Cl. Product: [NH2:15][C:14]1[C:13](=[O:16])[C:12](=[O:17])[C:11]=1[NH:10][C:7]1[CH:6]=[CH:5][C:4]([C:1](=[O:3])/[CH:2]=[CH:28]/[C:27]2[CH:30]=[C:23]([C:22]3[S:18][C:19]4[CH:38]=[CH:37][CH:36]=[CH:35][C:20]=4[CH:21]=3)[C:24]([O:33][CH3:34])=[CH:25][C:26]=2[O:31][CH3:32])=[CH:9][CH:8]=1. The catalyst class is: 3. (4) Reactant: [F:1][C:2]1[CH:7]=[CH:6][C:5]([C:8]2[CH:12]=[C:11]([C:13]([NH:15][CH2:16][CH2:17][CH2:18][CH2:19][C:20]([OH:22])=O)=[O:14])[O:10][N:9]=2)=[CH:4][CH:3]=1.[CH3:23][N:24]1[CH2:29][CH2:28][NH:27][CH2:26][CH2:25]1.ClCCl.CCN(C(C)C)C(C)C. Product: [F:1][C:2]1[CH:3]=[CH:4][C:5]([C:8]2[CH:12]=[C:11]([C:13]([NH:15][CH2:16][CH2:17][CH2:18][CH2:19][C:20]([N:27]3[CH2:28][CH2:29][N:24]([CH3:23])[CH2:25][CH2:26]3)=[O:22])=[O:14])[O:10][N:9]=2)=[CH:6][CH:7]=1. The catalyst class is: 13. (5) Reactant: [Cl:1][C:2]1[CH:10]=[CH:9][C:8]2[NH:7][C:6]3[CH2:11][CH2:12][N:13]([CH3:15])[CH2:14][C:5]=3[C:4]=2[CH:3]=1.[CH3:16][NH:17][C:18]1[CH:23]=[CH:22][C:21]([CH:24]=[CH2:25])=[CH:20][N:19]=1.[OH-].[K+]. Product: [Cl:1][C:2]1[CH:10]=[CH:9][C:8]2[N:7]([CH2:25][CH2:24][C:21]3[CH:22]=[CH:23][C:18]([NH:17][CH3:16])=[N:19][CH:20]=3)[C:6]3[CH2:11][CH2:12][N:13]([CH3:15])[CH2:14][C:5]=3[C:4]=2[CH:3]=1. The catalyst class is: 37. (6) Reactant: [CH2:1]([O:3][C:4]([N:6]1[CH2:11][CH2:10][N:9]([C:12](=[O:29])[C@@H:13]([NH:18]C(OCC2C=CC=CC=2)=O)[CH2:14][CH:15]([F:17])[F:16])[CH2:8][CH2:7]1)=[O:5])[CH3:2]. Product: [CH2:1]([O:3][C:4]([N:6]1[CH2:11][CH2:10][N:9]([C:12](=[O:29])[C@@H:13]([NH2:18])[CH2:14][CH:15]([F:17])[F:16])[CH2:8][CH2:7]1)=[O:5])[CH3:2]. The catalyst class is: 78. (7) Reactant: [NH2:1][C:2]1[CH:34]=[CH:33][C:5]2[N:6]=[C:7]([N:9]3[CH2:14][CH2:13][N:12]([C@H:15]([CH3:32])[C@:16]([C:24]4[CH:29]=[CH:28][C:27]([F:30])=[CH:26][C:25]=4[F:31])([OH:23])[CH2:17][N:18]4[CH:22]=[N:21][CH:20]=[N:19]4)[CH2:11][CH2:10]3)[S:8][C:4]=2[CH:3]=1.Cl[CH2:36][CH2:37][N:38]1[CH2:43][CH2:42][O:41][CH2:40][CH2:39]1.C(=O)([O-])[O-].[K+].[K+]. Product: [O:41]1[CH2:42][CH2:43][N:38]([CH2:37][CH2:36][NH:1][C:2]2[CH:34]=[CH:33][C:5]3[N:6]=[C:7]([N:9]4[CH2:14][CH2:13][N:12]([C@H:15]([CH3:32])[C@:16]([C:24]5[CH:29]=[CH:28][C:27]([F:30])=[CH:26][C:25]=5[F:31])([OH:23])[CH2:17][N:18]5[CH:22]=[N:21][CH:20]=[N:19]5)[CH2:11][CH2:10]4)[S:8][C:4]=3[CH:3]=2)[CH2:39][CH2:40]1. The catalyst class is: 10.